Dataset: Forward reaction prediction with 1.9M reactions from USPTO patents (1976-2016). Task: Predict the product of the given reaction. (1) Given the reactants [Li]CCCC.[Sn:6](Cl)([CH3:9])([CH3:8])[CH3:7].[CH2:11]1[CH2:15][O:14][CH2:13][CH2:12]1, predict the reaction product. The product is: [CH3:7][Sn:6]([CH3:9])([CH3:8])[C:13]1[O:14][C:15]([Sn:6]([CH3:9])([CH3:8])[CH3:7])=[CH:11][CH:12]=1. (2) Given the reactants [CH3:1][O:2][CH2:3][CH:4]([NH:6][C:7]1[C:8]([C:13]([O:15][CH2:16][CH3:17])=[O:14])=[N:9][CH:10]=[CH:11][CH:12]=1)[CH3:5].C1C(=O)N([Br:25])C(=O)C1, predict the reaction product. The product is: [Br:25][C:10]1[N:9]=[C:8]([C:13]([O:15][CH2:16][CH3:17])=[O:14])[C:7]([NH:6][CH:4]([CH3:5])[CH2:3][O:2][CH3:1])=[CH:12][CH:11]=1. (3) Given the reactants C[O:2][C:3]([C:5]1[C:17]2[C:16]3[C:11](=[C:12]([Cl:18])[CH:13]=[CH:14][CH:15]=3)[N:10]([CH2:19][CH2:20][CH:21]3C[CH2:25][CH2:24][CH2:23][CH2:22]3)[C:9]=2[C:8]([O:27][CH3:28])=[CH:7][CH:6]=1)=[O:4], predict the reaction product. The product is: [Cl:18][C:12]1[CH:13]=[CH:14][CH:15]=[C:16]2[C:11]=1[N:10]([CH2:19][CH:20]1[CH2:21][CH2:22][CH2:23][CH2:24][CH2:25]1)[C:9]1[C:8]([O:27][CH3:28])=[CH:7][CH:6]=[C:5]([C:3]([OH:2])=[O:4])[C:17]2=1.